From a dataset of NCI-60 drug combinations with 297,098 pairs across 59 cell lines. Regression. Given two drug SMILES strings and cell line genomic features, predict the synergy score measuring deviation from expected non-interaction effect. (1) Drug 1: COC1=CC(=CC(=C1O)OC)C2C3C(COC3=O)C(C4=CC5=C(C=C24)OCO5)OC6C(C(C7C(O6)COC(O7)C8=CC=CS8)O)O. Drug 2: CS(=O)(=O)OCCCCOS(=O)(=O)C. Cell line: HOP-62. Synergy scores: CSS=26.2, Synergy_ZIP=-1.25, Synergy_Bliss=2.70, Synergy_Loewe=-11.8, Synergy_HSA=3.01. (2) Drug 1: CS(=O)(=O)C1=CC(=C(C=C1)C(=O)NC2=CC(=C(C=C2)Cl)C3=CC=CC=N3)Cl. Drug 2: C1CN1P(=S)(N2CC2)N3CC3. Cell line: UACC-257. Synergy scores: CSS=1.73, Synergy_ZIP=-0.822, Synergy_Bliss=-0.957, Synergy_Loewe=-3.34, Synergy_HSA=-2.76. (3) Drug 1: CN1CCC(CC1)COC2=C(C=C3C(=C2)N=CN=C3NC4=C(C=C(C=C4)Br)F)OC. Drug 2: CC1=C(N=C(N=C1N)C(CC(=O)N)NCC(C(=O)N)N)C(=O)NC(C(C2=CN=CN2)OC3C(C(C(C(O3)CO)O)O)OC4C(C(C(C(O4)CO)O)OC(=O)N)O)C(=O)NC(C)C(C(C)C(=O)NC(C(C)O)C(=O)NCCC5=NC(=CS5)C6=NC(=CS6)C(=O)NCCC[S+](C)C)O. Cell line: OVCAR3. Synergy scores: CSS=13.6, Synergy_ZIP=-6.15, Synergy_Bliss=-5.32, Synergy_Loewe=-4.05, Synergy_HSA=-3.05.